This data is from hERG potassium channel inhibition data for cardiac toxicity prediction from Karim et al.. The task is: Regression/Classification. Given a drug SMILES string, predict its toxicity properties. Task type varies by dataset: regression for continuous values (e.g., LD50, hERG inhibition percentage) or binary classification for toxic/non-toxic outcomes (e.g., AMES mutagenicity, cardiotoxicity, hepatotoxicity). Dataset: herg_karim. (1) The drug is O=C1OC2(CCN(c3nc4ccccc4[nH]3)CC2)CN1c1ccccc1. The result is 1 (blocker). (2) The molecule is CS(=O)(=O)c1ccc(C(=O)N2CCN(c3ccc(OC4CCN(C5CCC5)CC4)cc3)C(=O)C2)cc1.O=CO. The result is 0 (non-blocker). (3) The result is 0 (non-blocker). The drug is Nc1cnc(-c2cc3sc(N4CCC(N5CCCCC5)CC4)nc3cn2)cn1. (4) The molecule is CCC1COCC[C@@H]1N[C@@H]1CC[C@@](C(=O)N2CCN(c3cc(C(F)(F)F)ccn3)CC2)(C(C)C)C1. The result is 1 (blocker). (5) The compound is COc1ccc(-c2cc(=O)c3c(OC)cc(OC)cc3o2)cc1. The result is 0 (non-blocker). (6) The compound is CNc1cc(Nc2cnc(C#N)c(O[C@H]3CCN(C)C3)n2)ncc1-c1cnn(C)c1. The result is 0 (non-blocker). (7) The drug is O=C1NC[C@@H](c2ccccc2)C12CCN([C@@H]1CCCCC1c1ccccc1)CC2. The result is 1 (blocker). (8) The molecule is NC1(C(=O)NC(c2ccccc2)c2ccc(Cl)cc2)CCCN(c2ncnc3[nH]ccc23)C1. The result is 1 (blocker). (9) The molecule is CS(=O)(=O)N1CCN(Cc2ccc3c(c2)CC[C@H](N2CCN(CCc4ccc(F)cc4)CC2=O)C3)CC1. The result is 0 (non-blocker).